This data is from Reaction yield outcomes from USPTO patents with 853,638 reactions. The task is: Predict the reaction yield, written as a fraction of the theoretical maximum amount of product (1.0 means a 100% yield; for example, 0.34 means a 34% yield). (1) The reactants are [C:1]([C:5]1[CH:10]=[CH:9][CH:8]=[CH:7][C:6]=1[OH:11])([CH3:4])([CH3:3])[CH3:2].[Cl-].[Mg+2].[Cl-].[CH2:15]=[O:16].C(N(CC)CC)C. The catalyst is C1COCC1. The product is [C:1]([C:5]1[CH:10]=[CH:9][CH:8]=[C:7]([CH:15]=[O:16])[C:6]=1[OH:11])([CH3:4])([CH3:2])[CH3:3]. The yield is 0.900. (2) The reactants are [C:1]([C:3]1[CH:4]=[C:5]([C:13]2[O:17][N:16]=[C:15]([C:18]3[CH:26]=[CH:25][CH:24]=[C:23]4[C:19]=3[CH2:20][CH2:21][C@@H:22]4[NH:27][C@@H:28]([CH3:33])[C:29](OC)=[O:30])[N:14]=2)[CH:6]=[CH:7][C:8]=1[O:9][CH:10]([CH3:12])[CH3:11])#[N:2].[BH4-].[Na+]. The catalyst is CO.Cl. The product is [OH:30][CH2:29][C@@H:28]([NH:27][C@@H:22]1[C:23]2[C:19](=[C:18]([C:15]3[N:14]=[C:13]([C:5]4[CH:6]=[CH:7][C:8]([O:9][CH:10]([CH3:12])[CH3:11])=[C:3]([CH:4]=4)[C:1]#[N:2])[O:17][N:16]=3)[CH:26]=[CH:25][CH:24]=2)[CH2:20][CH2:21]1)[CH3:33]. The yield is 0.400.